Dataset: Forward reaction prediction with 1.9M reactions from USPTO patents (1976-2016). Task: Predict the product of the given reaction. (1) Given the reactants [Br:1][C:2]1[CH:7]=[CH:6][C:5](I)=[CH:4][CH:3]=1.[NH:9]1[CH2:14][CH2:13][CH:12]([CH2:15][CH2:16][NH:17][C:18](=[O:24])[O:19][C:20]([CH3:23])([CH3:22])[CH3:21])[CH2:11][CH2:10]1.C(=O)([O-])[O-].[Cs+].[Cs+].C1(P(C2C=CC=CC=2)C2C=CC3C(=CC=CC=3)C=2C2C3C(=CC=CC=3)C=CC=2P(C2C=CC=CC=2)C2C=CC=CC=2)C=CC=CC=1, predict the reaction product. The product is: [Br:1][C:2]1[CH:7]=[CH:6][C:5]([N:9]2[CH2:14][CH2:13][CH:12]([CH2:15][CH2:16][NH:17][C:18](=[O:24])[O:19][C:20]([CH3:22])([CH3:21])[CH3:23])[CH2:11][CH2:10]2)=[CH:4][CH:3]=1. (2) Given the reactants C([C@@H:3]([NH:15][S@](C1C=CC(C)=CC=1)=O)[C@@H:4]([CH3:14])[C@@H:5]([O:7][CH:8]1CCCC[O:9]1)[CH3:6])#N.[ClH:25], predict the reaction product. The product is: [ClH:25].[NH2:15][C@H:3]1[C@@H:4]([CH3:14])[C@H:5]([CH3:6])[O:7][C:8]1=[O:9].